Task: Predict which catalyst facilitates the given reaction.. Dataset: Catalyst prediction with 721,799 reactions and 888 catalyst types from USPTO (1) Reactant: I[C:2]1[CH:7]=[CH:6][C:5]([N:8]2[CH:12]=[C:11]([CH2:13][NH:14][C:15]([C:17]3[CH:25]=[C:24]4[C:20]([CH:21]=[CH:22][NH:23]4)=[CH:19][CH:18]=3)=[O:16])[N:10]=[CH:9]2)=[CH:4][CH:3]=1.[OH:26][C:27]1[CH:32]=[CH:31][CH:30]=[CH:29][N:28]=1.OC1C=CC=C2C=1N=CC=C2.C([O-])([O-])=O.[K+].[K+]. Product: [O:26]=[C:27]1[CH:32]=[CH:31][CH:30]=[CH:29][N:28]1[C:2]1[CH:7]=[CH:6][C:5]([N:8]2[CH:12]=[C:11]([CH2:13][NH:14][C:15]([C:17]3[CH:25]=[C:24]4[C:20]([CH:21]=[CH:22][NH:23]4)=[CH:19][CH:18]=3)=[O:16])[N:10]=[CH:9]2)=[CH:4][CH:3]=1. The catalyst class is: 156. (2) Reactant: [BH4-].[Na+].[F:3][C:4]1([F:29])[C:12](=[O:13])[C:11]2[N:7]([C:8]([C:22]3[CH:27]=[CH:26][CH:25]=[C:24]([F:28])[CH:23]=3)=[C:9]3[C:17](=[O:18])[N:16]([CH3:19])[C:15](=[O:20])[N:14]([CH3:21])[C:10]3=2)[CH2:6][CH2:5]1. Product: [F:29][C:4]1([F:3])[CH:12]([OH:13])[C:11]2[N:7]([C:8]([C:22]3[CH:27]=[CH:26][CH:25]=[C:24]([F:28])[CH:23]=3)=[C:9]3[C:17](=[O:18])[N:16]([CH3:19])[C:15](=[O:20])[N:14]([CH3:21])[C:10]3=2)[CH2:6][CH2:5]1. The catalyst class is: 111. (3) Reactant: [CH3:1][C:2]1([CH3:12])[CH:7]2[CH2:8][CH:3]1[CH2:4][CH:5]=[C:6]2[CH2:9][CH2:10][OH:11].[H-].[Na+].Cl[CH2:16][C:17]([OH:19])=[O:18].[OH-].[Na+]. Product: [CH3:1][C:2]1([CH3:12])[C@H:7]2[CH2:8][C@@H:3]1[CH2:4][CH:5]=[C:6]2[CH2:9][CH2:10][O:11][CH2:16][C:17]([OH:19])=[O:18]. The catalyst class is: 762. (4) Reactant: [O:1]=[C:2]1[C:10]2([C:22]3[C:13](=[CH:14][C:15]4[O:20][CH2:19][CH2:18][O:17][C:16]=4[CH:21]=3)[O:12][CH2:11]2)[C:9]2[C:4](=[CH:5][CH:6]=[CH:7][CH:8]=2)[N:3]1[CH2:23][C:24]1[O:28][C:27]([C:29]([OH:31])=O)=[CH:26][CH:25]=1.Cl.[CH3:33][NH:34][CH3:35].Cl.CN(C)CCCN=C=NCC.O.ON1C2C=CC=CC=2N=N1.CN1CCOCC1. Product: [CH3:33][N:34]([CH3:35])[C:29]([C:27]1[O:28][C:24]([CH2:23][N:3]2[C:4]3[C:9](=[CH:8][CH:7]=[CH:6][CH:5]=3)[C:10]3([C:22]4[C:13](=[CH:14][C:15]5[O:20][CH2:19][CH2:18][O:17][C:16]=5[CH:21]=4)[O:12][CH2:11]3)[C:2]2=[O:1])=[CH:25][CH:26]=1)=[O:31]. The catalyst class is: 9. (5) Reactant: Br[C:2]1[C:12]([N+:13]([O-:15])=[O:14])=[CH:11][CH:10]=[CH:9][C:3]=1[C:4]([O:6][CH2:7]C)=[O:5].[C:16]([O:20][C:21]([N:23]1[CH2:28][CH2:27][NH:26][CH2:25][CH2:24]1)=[O:22])([CH3:19])([CH3:18])[CH3:17].C([O-])([O-])=O.[Na+].[Na+]. Product: [C:16]([O:20][C:21]([N:23]1[CH2:28][CH2:27][N:26]([C:2]2[C:12]([N+:13]([O-:15])=[O:14])=[CH:11][CH:10]=[CH:9][C:3]=2[C:4]([O:6][CH3:7])=[O:5])[CH2:25][CH2:24]1)=[O:22])([CH3:19])([CH3:17])[CH3:18]. The catalyst class is: 51. (6) Reactant: [CH3:1][O:2][C:3]([C@@H:5]([N:13]1[CH2:21][C:17]2[CH:18]=[CH:19][S:20][C:16]=2[CH2:15][CH2:14]1)[C:6]1[CH:7]=[CH:8][CH:9]=[CH:10][C:11]=1[Cl:12])=[O:4].[C:22]1([S:28]([OH:31])(=[O:30])=[O:29])[CH:27]=[CH:26][CH:25]=[CH:24][CH:23]=1. Product: [CH3:1][O:2][C:3]([C@@H:5]([N:13]1[CH2:21][C:17]2[CH:18]=[CH:19][S:20][C:16]=2[CH2:15][CH2:14]1)[C:6]1[C:11]([Cl:12])=[CH:10][CH:9]=[CH:8][CH:7]=1)=[O:4].[CH:25]1[CH:26]=[CH:27][C:22]([S:28]([OH:31])(=[O:30])=[O:29])=[CH:23][CH:24]=1. The catalyst class is: 28.